This data is from Full USPTO retrosynthesis dataset with 1.9M reactions from patents (1976-2016). The task is: Predict the reactants needed to synthesize the given product. (1) Given the product [CH2:24]([O:23][C:20]([C:21]1[N:8]([C:9](=[O:11])[CH3:10])[C:6]2[C:5]([C:12]=1[NH2:13])=[CH:4][CH:3]=[C:2]([Cl:1])[CH:7]=2)=[O:22])[CH3:25], predict the reactants needed to synthesize it. The reactants are: [Cl:1][C:2]1[CH:3]=[CH:4][C:5]([C:12]#[N:13])=[C:6]([NH:8][C:9](=[O:11])[CH3:10])[CH:7]=1.CC(C)([O-])C.[K+].[C:20]([O:23][CH2:24][CH2:25]Br)(=[O:22])[CH3:21].C(OCC)(=O)C. (2) Given the product [Cl:13][C:14]1[CH:15]=[C:16](/[CH:21]=[CH:22]/[S:23]([NH:1][C:2]2[CH:7]=[C:6]([CH3:8])[CH:5]=[CH:4][C:3]=2[S:9]([NH2:12])(=[O:10])=[O:11])(=[O:25])=[O:24])[CH:17]=[CH:18][C:19]=1[Cl:20], predict the reactants needed to synthesize it. The reactants are: [NH2:1][C:2]1[CH:7]=[C:6]([CH3:8])[CH:5]=[CH:4][C:3]=1[S:9]([NH2:12])(=[O:11])=[O:10].[Cl:13][C:14]1[CH:15]=[C:16](/[CH:21]=[CH:22]/[S:23](Cl)(=[O:25])=[O:24])[CH:17]=[CH:18][C:19]=1[Cl:20].